The task is: Regression. Given a peptide amino acid sequence and an MHC pseudo amino acid sequence, predict their binding affinity value. This is MHC class I binding data.. This data is from Peptide-MHC class I binding affinity with 185,985 pairs from IEDB/IMGT. (1) The peptide sequence is LPCVLWPVL. The MHC is HLA-B51:01 with pseudo-sequence HLA-B51:01. The binding affinity (normalized) is 0.204. (2) The peptide sequence is LPADPASVL. The MHC is HLA-C14:02 with pseudo-sequence HLA-C14:02. The binding affinity (normalized) is 0.0847. (3) The peptide sequence is FHKDGAFFL. The MHC is HLA-A24:02 with pseudo-sequence HLA-A24:02. The binding affinity (normalized) is 0.185. (4) The peptide sequence is AETWMSSEG. The MHC is HLA-B44:02 with pseudo-sequence HLA-B44:02. The binding affinity (normalized) is 0.441.